This data is from Catalyst prediction with 721,799 reactions and 888 catalyst types from USPTO. The task is: Predict which catalyst facilitates the given reaction. (1) Product: [NH2:1][C@H:2]1[C:7]([F:8])([F:9])[CH2:6][CH2:5][CH2:4][C@H:3]1[NH:10][C:11]1[N:12]=[C:13]([NH:19][C:20]2[CH:25]=[CH:24][CH:23]=[CH:22][CH:21]=2)[C:14]([C:17]([NH2:18])=[O:32])=[N:15][CH:16]=1. The catalyst class is: 593. Reactant: [NH2:1][C@H:2]1[C:7]([F:9])([F:8])[CH2:6][CH2:5][CH2:4][C@H:3]1[NH:10][C:11]1[N:12]=[C:13]([NH:19][C:20]2[CH:25]=[CH:24][CH:23]=[CH:22][CH:21]=2)[C:14]([C:17]#[N:18])=[N:15][CH:16]=1.[OH-].[Na+].OO.CC(O)=[O:32]. (2) Product: [CH2:1]([C@@:5]1([CH2:32][CH3:33])[NH:11][C@H:10]([C:12]2[CH:17]=[CH:16][CH:15]=[CH:14][CH:13]=2)[C:9]2[CH:18]=[C:19]([O:28][CH3:29])[C:20]([CH2:22][NH:23][C:24](=[O:27])[CH2:25][NH:40][CH2:41][CH2:42][P:43](=[O:50])([O:44][CH2:45][CH3:46])[O:47][CH2:48][CH3:49])=[CH:21][C:8]=2[S:7](=[O:31])(=[O:30])[CH2:6]1)[CH2:2][CH2:3][CH3:4]. The catalyst class is: 3. Reactant: [CH2:1]([C@@:5]1([CH2:32][CH3:33])[NH:11][C@H:10]([C:12]2[CH:17]=[CH:16][CH:15]=[CH:14][CH:13]=2)[C:9]2[CH:18]=[C:19]([O:28][CH3:29])[C:20]([CH2:22][NH:23][C:24](=[O:27])[CH2:25]Cl)=[CH:21][C:8]=2[S:7](=[O:31])(=[O:30])[CH2:6]1)[CH2:2][CH2:3][CH3:4].C(=O)([O-])[O-].[K+].[K+].[NH2:40][CH2:41][CH2:42][P:43](=[O:50])([O:47][CH2:48][CH3:49])[O:44][CH2:45][CH3:46].[I-].[K+].